From a dataset of Peptide-MHC class I binding affinity with 185,985 pairs from IEDB/IMGT. Regression. Given a peptide amino acid sequence and an MHC pseudo amino acid sequence, predict their binding affinity value. This is MHC class I binding data. (1) The peptide sequence is TVADIWHAM. The MHC is HLA-B15:17 with pseudo-sequence HLA-B15:17. The binding affinity (normalized) is 0.397. (2) The peptide sequence is LFQFFVFLV. The MHC is HLA-A26:01 with pseudo-sequence HLA-A26:01. The binding affinity (normalized) is 0. (3) The peptide sequence is HMILAVVITL. The MHC is HLA-B15:01 with pseudo-sequence HLA-B15:01. The binding affinity (normalized) is 0.547. (4) The peptide sequence is KEMGFSPRL. The MHC is HLA-A68:23 with pseudo-sequence HLA-A68:23. The binding affinity (normalized) is 0.557. (5) The peptide sequence is TEVVGNVIL. The MHC is HLA-B44:03 with pseudo-sequence HLA-B44:03. The binding affinity (normalized) is 0.184.